Dataset: CYP2C19 inhibition data for predicting drug metabolism from PubChem BioAssay. Task: Regression/Classification. Given a drug SMILES string, predict its absorption, distribution, metabolism, or excretion properties. Task type varies by dataset: regression for continuous measurements (e.g., permeability, clearance, half-life) or binary classification for categorical outcomes (e.g., BBB penetration, CYP inhibition). Dataset: cyp2c19_veith. (1) The molecule is Cc1cccc(NC(=S)N2CCC(N(C)CC3CCCO3)CC2)c1C. The result is 0 (non-inhibitor). (2) The drug is COc1ccc(CCN(C)CCC(=O)Nc2c(C)cc(C)cc2C)cc1OC. The result is 0 (non-inhibitor). (3) The drug is Cc1cc(N(CN2CCCC2=O)C(=O)c2ccc(F)cc2)no1. The result is 0 (non-inhibitor). (4) The compound is CN(C(=O)c1cnc(N2CCN(c3ncccn3)CC2)c2ccccc12)c1ccc(Cl)cc1. The result is 1 (inhibitor). (5) The molecule is CCCCc1[nH]c(=O)c(C#N)c2c1CCCC2. The result is 0 (non-inhibitor). (6) The drug is CN(C)c1ncc2nc(-c3ccc(F)cc3)c(=O)n(CCC#N)c2n1. The result is 0 (non-inhibitor). (7) The molecule is CC1=NCC[N@@+]1(CCc1ccccc1)Cc1ccccc1. The result is 0 (non-inhibitor). (8) The compound is CS(=O)(=O)Nc1cccc(-c2cncnc2Nc2ccccc2)c1. The result is 0 (non-inhibitor).